From a dataset of Forward reaction prediction with 1.9M reactions from USPTO patents (1976-2016). Predict the product of the given reaction. (1) Given the reactants C=C[C:3]1[CH:8]=[CH:7][CH:7]=[CH:8][CH:3]=1.C=CC1C=CC(C=C)=CC=1.[CH2:25]1[O:23][CH:24]1C[O:23][CH2:24][C:25]1C=CC=CC=1.[F:31][C:32]1[CH:38]=[CH:37][C:35]([NH2:36])=[C:34]([N:39]2[CH2:44][CH2:43][O:42][CH2:41][CH2:40]2)[CH:33]=1.C1N=C[N:47](C(N2C=NC=C2)=O)C=1.CN1CCOCC1.[C:64]([O:67]C(=O)C)(=[O:66])C, predict the reaction product. The product is: [F:31][C:32]1[CH:38]=[CH:37][C:35]([N:36]2[CH2:3][CH:8]([CH2:7][NH:47][C:24](=[O:23])[CH3:25])[O:67][C:64]2=[O:66])=[C:34]([N:39]2[CH2:44][CH2:43][O:42][CH2:41][CH2:40]2)[CH:33]=1. (2) Given the reactants [CH3:1][C:2]1[C:7]([CH:8]=[O:9])=[CH:6][CH:5]=[CH:4][C:3]=1[C:10]1[C:15]([CH3:16])=[CH:14][C:13]([O:17]C2CCCCO2)=[CH:12][C:11]=1[CH3:24].Cl, predict the reaction product. The product is: [OH:17][C:13]1[CH:14]=[C:15]([CH3:16])[C:10]([C:3]2[CH:4]=[CH:5][CH:6]=[C:7]([CH:8]=[O:9])[C:2]=2[CH3:1])=[C:11]([CH3:24])[CH:12]=1. (3) Given the reactants [CH:1]1([N:4]([CH3:11])[CH2:5]/[CH:6]=[CH:7]/[C:8]([OH:10])=O)[CH2:3][CH2:2]1.CN(C(ON1N=NC2C=CC=CC1=2)=[N+](C)C)C.F[P-](F)(F)(F)(F)F.CCN(CC)CC.[CH3:43][N:44]1[CH2:49][CH2:48][C:47]2[S:50][C:51]([NH:53][C:54](=[O:78])[C:55]3[CH:60]=[CH:59][C:58]([O:61][C:62]4[CH:67]=[CH:66][N:65]=[C:64]5[NH:68][N:69]=[C:70]([NH:71][C@@H:72]6[CH2:77][CH2:76][CH2:75][NH:74][CH2:73]6)[C:63]=45)=[CH:57][CH:56]=3)=[N:52][C:46]=2[CH2:45]1, predict the reaction product. The product is: [CH:1]1([N:4]([CH3:11])[CH2:5]/[CH:6]=[CH:7]/[C:8]([N:74]2[CH2:75][CH2:76][CH2:77][C@@H:72]([NH:71][C:70]3[C:63]4[C:64](=[N:65][CH:66]=[CH:67][C:62]=4[O:61][C:58]4[CH:57]=[CH:56][C:55]([C:54]([NH:53][C:51]5[S:50][C:47]6[CH2:48][CH2:49][N:44]([CH3:43])[CH2:45][C:46]=6[N:52]=5)=[O:78])=[CH:60][CH:59]=4)[NH:68][N:69]=3)[CH2:73]2)=[O:10])[CH2:2][CH2:3]1. (4) Given the reactants [OH:1][C:2]([C:13]1[CH:18]=[CH:17][C:16]([CH3:19])=[CH:15][CH:14]=1)([C:6]1[CH:11]=[CH:10][C:9]([CH3:12])=[CH:8][CH:7]=1)[C:3]([OH:5])=O.NCCC[N:24]1[CH2:29][CH2:28][CH:27]([C:30]2[CH:31]=[C:32]([NH:36][C:37](=[O:41])[CH:38]([CH3:40])[CH3:39])[CH:33]=[N:34][CH:35]=2)[CH2:26][CH2:25]1, predict the reaction product. The product is: [OH:1][C:2]([C:6]1[CH:11]=[CH:10][C:9]([CH3:12])=[CH:8][CH:7]=1)([C:13]1[CH:18]=[CH:17][C:16]([CH3:19])=[CH:15][CH:14]=1)[C:3]([NH:24][CH2:25][CH2:26][CH2:27][C:27]1([C:30]2[CH:31]=[C:32]([NH:36][C:37](=[O:41])[CH:38]([CH3:39])[CH3:40])[CH:33]=[N:34][CH:35]=2)[CH2:26][CH2:25][NH:24][CH2:29][CH2:28]1)=[O:5]. (5) Given the reactants [Br:1][C:2]1[CH:7]=[CH:6][N:5]=[C:4]([NH2:8])[CH:3]=1.[CH2:9]([O:11][C:12](=[O:17])[C:13](=O)[CH2:14]Br)[CH3:10], predict the reaction product. The product is: [CH2:9]([O:11][C:12]([C:13]1[N:8]=[C:4]2[CH:3]=[C:2]([Br:1])[CH:7]=[CH:6][N:5]2[CH:14]=1)=[O:17])[CH3:10].